This data is from Forward reaction prediction with 1.9M reactions from USPTO patents (1976-2016). The task is: Predict the product of the given reaction. Given the reactants [NH2:1][C:2]1[CH:7]=[CH:6][C:5]([N:8]2[C:12]3[C:13]4[S:17][C:16]([NH:18][C:19](=[O:21])[CH3:20])=[N:15][C:14]=4[CH2:22][CH2:23][C:11]=3[C:10]([CH:24]3[CH2:26][CH2:25]3)=[N:9]2)=[C:4]([Cl:27])[CH:3]=1.[C:28]([N:35]1[CH2:40][CH2:39][CH:38]([CH:41]=O)[CH2:37][CH2:36]1)([O:30][C:31]([CH3:34])([CH3:33])[CH3:32])=[O:29].C(O[BH-](OC(=O)C)OC(=O)C)(=O)C.[Na+].C(O)(=O)C.C(=O)([O-])[O-].[K+].[K+], predict the reaction product. The product is: [C:19]([NH:18][C:16]1[S:17][C:13]2[C:12]3[N:8]([C:5]4[CH:6]=[CH:7][C:2]([NH:1][CH2:41][CH:38]5[CH2:39][CH2:40][N:35]([C:28]([O:30][C:31]([CH3:32])([CH3:34])[CH3:33])=[O:29])[CH2:36][CH2:37]5)=[CH:3][C:4]=4[Cl:27])[N:9]=[C:10]([CH:24]4[CH2:25][CH2:26]4)[C:11]=3[CH2:23][CH2:22][C:14]=2[N:15]=1)(=[O:21])[CH3:20].